This data is from NCI-60 drug combinations with 297,098 pairs across 59 cell lines. The task is: Regression. Given two drug SMILES strings and cell line genomic features, predict the synergy score measuring deviation from expected non-interaction effect. (1) Drug 1: CC12CCC3C(C1CCC2=O)CC(=C)C4=CC(=O)C=CC34C. Drug 2: C1=NC(=NC(=O)N1C2C(C(C(O2)CO)O)O)N. Cell line: EKVX. Synergy scores: CSS=27.3, Synergy_ZIP=0.677, Synergy_Bliss=-0.494, Synergy_Loewe=-0.135, Synergy_HSA=-0.961. (2) Drug 1: CCCS(=O)(=O)NC1=C(C(=C(C=C1)F)C(=O)C2=CNC3=C2C=C(C=N3)C4=CC=C(C=C4)Cl)F. Drug 2: C(=O)(N)NO. Cell line: SR. Synergy scores: CSS=24.5, Synergy_ZIP=-4.60, Synergy_Bliss=-2.21, Synergy_Loewe=-2.12, Synergy_HSA=-1.81.